Regression. Given two drug SMILES strings and cell line genomic features, predict the synergy score measuring deviation from expected non-interaction effect. From a dataset of NCI-60 drug combinations with 297,098 pairs across 59 cell lines. (1) Drug 1: CC(C)(C#N)C1=CC(=CC(=C1)CN2C=NC=N2)C(C)(C)C#N. Synergy scores: CSS=4.51, Synergy_ZIP=0.360, Synergy_Bliss=-0.151, Synergy_Loewe=-5.35, Synergy_HSA=-4.56. Cell line: HL-60(TB). Drug 2: C1=CC=C(C=C1)NC(=O)CCCCCCC(=O)NO. (2) Drug 1: CC12CCC(CC1=CCC3C2CCC4(C3CC=C4C5=CN=CC=C5)C)O. Drug 2: CNC(=O)C1=NC=CC(=C1)OC2=CC=C(C=C2)NC(=O)NC3=CC(=C(C=C3)Cl)C(F)(F)F. Cell line: MCF7. Synergy scores: CSS=31.0, Synergy_ZIP=-6.27, Synergy_Bliss=-2.03, Synergy_Loewe=-12.5, Synergy_HSA=-1.70. (3) Drug 1: CC1=C2C(C(=O)C3(C(CC4C(C3C(C(C2(C)C)(CC1OC(=O)C(C(C5=CC=CC=C5)NC(=O)C6=CC=CC=C6)O)O)OC(=O)C7=CC=CC=C7)(CO4)OC(=O)C)O)C)OC(=O)C. Drug 2: CCC1(CC2CC(C3=C(CCN(C2)C1)C4=CC=CC=C4N3)(C5=C(C=C6C(=C5)C78CCN9C7C(C=CC9)(C(C(C8N6C)(C(=O)OC)O)OC(=O)C)CC)OC)C(=O)OC)O.OS(=O)(=O)O. Cell line: CAKI-1. Synergy scores: CSS=11.6, Synergy_ZIP=6.63, Synergy_Bliss=2.40, Synergy_Loewe=0.206, Synergy_HSA=1.81. (4) Drug 1: CC1=C(C=C(C=C1)NC2=NC=CC(=N2)N(C)C3=CC4=NN(C(=C4C=C3)C)C)S(=O)(=O)N.Cl. Drug 2: CC12CCC3C(C1CCC2OP(=O)(O)O)CCC4=C3C=CC(=C4)OC(=O)N(CCCl)CCCl.[Na+]. Cell line: SF-295. Synergy scores: CSS=32.0, Synergy_ZIP=7.28, Synergy_Bliss=8.30, Synergy_Loewe=9.41, Synergy_HSA=9.37.